Dataset: Forward reaction prediction with 1.9M reactions from USPTO patents (1976-2016). Task: Predict the product of the given reaction. Given the reactants [CH3:1][CH:2](C)[C:3]([O:8][C:9]1[CH:14]=[CH:13][C:12]([O:15]CC2C=CC=CC=2)=[CH:11][CH:10]=1)([CH3:7])[C:4]([O-:6])=[O:5].[CH3:24]O, predict the reaction product. The product is: [OH:15][C:12]1[CH:13]=[CH:14][C:9]([O:8][C:3]([CH3:7])([CH2:2][CH3:1])[C:4]([O:6][CH3:24])=[O:5])=[CH:10][CH:11]=1.